From a dataset of Catalyst prediction with 721,799 reactions and 888 catalyst types from USPTO. Predict which catalyst facilitates the given reaction. Reactant: [NH:1]1[CH2:6][CH2:5][CH:4]([NH:7][C:8]2[O:9][C:10]3[C:16]([S:17]([NH2:20])(=[O:19])=[O:18])=[CH:15][CH:14]=[CH:13][C:11]=3[N:12]=2)[CH2:3][CH2:2]1.[CH2:21]([O:23][C:24]1[CH:25]=[C:26]([CH:29]=[CH:30][C:31]=1[O:32][CH3:33])[CH:27]=O)[CH3:22].C([BH3-])#N.[Na+].C(N(C(C)C)C(C)C)C. Product: [CH2:21]([O:23][C:24]1[CH:25]=[C:26]([CH:29]=[CH:30][C:31]=1[O:32][CH3:33])[CH2:27][N:1]1[CH2:2][CH2:3][CH:4]([NH:7][C:8]2[O:9][C:10]3[C:16]([S:17]([NH2:20])(=[O:18])=[O:19])=[CH:15][CH:14]=[CH:13][C:11]=3[N:12]=2)[CH2:5][CH2:6]1)[CH3:22]. The catalyst class is: 212.